The task is: Binary Classification. Given a miRNA mature sequence and a target amino acid sequence, predict their likelihood of interaction.. This data is from Experimentally validated miRNA-target interactions with 360,000+ pairs, plus equal number of negative samples. (1) The protein sequence of the target gene is MFLWLFLIVSALISSTNADSDISVEICNVCSCVSVENVLYVNCEKVSVYRPNQLKPPWSNFYHLNFQNNFLNILYPNTFVNFSHAVSLHLGNNKLQNIEGGAFLGLSALKQLHLNNNELKILRADTFLGIENLEYLQADYNLIKYIERGAFNKLHKLKVLILNDNLISFLPDNIFRFASLTHLDIRGNRIQKLPYIGVLEHIGRVVELQLEDNPWNCSCDLLPLKAWLENMPYNIYIGEAICETPSDLYGRLLKETNKQELCPMGTGSDFDVRILPPSQQENGFTTPNGHTTQTTLHRLV.... Result: 0 (no interaction). The miRNA is mmu-miR-761 with sequence GCAGCAGGGUGAAACUGACACA. (2) The miRNA is hsa-miR-4446-5p with sequence AUUUCCCUGCCAUUCCCUUGGC. The protein sequence of the target gene is MRRCPCRGSLNEAEAGALPAAARMGLEAPRGGRRRQPGQQRPGPGAGAPAGRPEGGGPWARTEGSSLHSEPERAGLGPAPGTESPQAEFWTDGQTEPAAAGLGVETERPKQKTEPDRSSLRTHLEWSWSELETTCLWTETGTDGLWTDPHRSDLQFQPEEASPWTQPGVHGPWTELETHGSQTQPERVKSWADNLWTHQNSSSLQTHPEGACPSKEPSADGSWKELYTDGSRTQQDIEGPWTEPYTDGSQKKQDTEAARKQPGTGGFQIQQDTDGSWTQPSTDGSQTAPGTDCLLGEPED.... Result: 1 (interaction). (3) The miRNA is hsa-miR-7851-3p with sequence UACCUGGGAGACUGAGGUUGGA. The protein sequence of the target gene is MVGGEAAAAVEELVSGVRQAADFAEQFRSYSESEKQWKARMEFILRHLPDYRDPPDGSGRLDQLLSLSMVWANHLFLGCSYNKDLLDKVMEMADGIEVEDLPQFTTRSELMKKHQS. Result: 1 (interaction). (4) The miRNA is mmu-miR-5118 with sequence AAGGUUAGGCCAGCCUGGU. The protein sequence of the target gene is MRRPLSKCGMEPGGGDASLTLHGLQNRSHGKIKLRKRKSTLYFNTQEKSARRRGDLLGENIYLLLFTIALRILNCFLVQTSFVPDEYWQSLEVSHHMVFNYGYLTWEWTERLRSYTYPLIFASIYKILHLLGKDSVQLLIWIPRLAQALLSAVADVRLYSLMKQLENQEVARWVFFCQLCSWFTWYCCTRTLTNTMETVLTIIALFYYPLEGSKSMNSVKYSSLVALAFIIRPTAVILWTPLLFRHFCQEPRKLDLILHHFLPVGFVTLSLSLMIDRIFFGQWTLVQFNFLKFNVLQNWG.... Result: 0 (no interaction).